This data is from Reaction yield outcomes from USPTO patents with 853,638 reactions. The task is: Predict the reaction yield, written as a fraction of the theoretical maximum amount of product (1.0 means a 100% yield; for example, 0.34 means a 34% yield). (1) The reactants are C[O:2][C:3]([C:5]1([CH:18]=[CH2:19])[O:10][CH2:9][CH2:8][N:7]([C:11]([O:13][C:14]([CH3:17])([CH3:16])[CH3:15])=[O:12])[CH2:6]1)=[O:4].O.[OH-].[Li+]. The catalyst is O1CCCC1.CO.O. The product is [C:14]([O:13][C:11]([N:7]1[CH2:8][CH2:9][O:10][C:5]([CH:18]=[CH2:19])([C:3]([OH:4])=[O:2])[CH2:6]1)=[O:12])([CH3:17])([CH3:16])[CH3:15]. The yield is 0.900. (2) The reactants are [C:1]([N:4]1[CH2:7][CH2:6][CH:5]1[C:8]1[CH:13]=[CH:12][C:11]([C:14]2[CH:15]=[C:16]3[C:20](=[CH:21][C:22]=2[Cl:23])[NH:19][CH:18]=[C:17]3[C:24]([O:26]C)=[O:25])=[CH:10][CH:9]=1)(=[O:3])[CH3:2].[OH-].[Na+]. The catalyst is CO. The product is [C:1]([N:4]1[CH2:7][CH2:6][CH:5]1[C:8]1[CH:13]=[CH:12][C:11]([C:14]2[CH:15]=[C:16]3[C:20](=[CH:21][C:22]=2[Cl:23])[NH:19][CH:18]=[C:17]3[C:24]([OH:26])=[O:25])=[CH:10][CH:9]=1)(=[O:3])[CH3:2]. The yield is 0.0700. (3) The reactants are CN(C)C=O.Cl[CH2:7][CH2:8][CH2:9][O:10][C:11]1[CH:20]=[C:19]2[C:14]([C:15]([O:21][C:22]3[C:23]([CH3:32])=[N:24][C:25]4[C:30]([CH:31]=3)=[CH:29][CH:28]=[CH:27][CH:26]=4)=[CH:16][CH:17]=[N:18]2)=[CH:13][C:12]=1[O:33][CH3:34].C(=O)([O-])[O-].[K+].[K+].[NH:41]1[CH2:46][CH2:45][CH2:44][CH2:43][CH2:42]1. The catalyst is O. The product is [CH3:34][O:33][C:12]1[CH:13]=[C:14]2[C:19](=[CH:20][C:11]=1[O:10][CH2:9][CH2:8][CH2:7][N:41]1[CH2:46][CH2:45][CH2:44][CH2:43][CH2:42]1)[N:18]=[CH:17][CH:16]=[C:15]2[O:21][C:22]1[C:23]([CH3:32])=[N:24][C:25]2[C:30]([CH:31]=1)=[CH:29][CH:28]=[CH:27][CH:26]=2. The yield is 0.720. (4) The reactants are [CH3:1][C@@:2]12[C:18](=[O:19])[CH2:17][CH2:16][C@H:15]1[C@H:14]1[C@@H:5]([C:6]3[CH:7]=[CH:8][C:9]([OH:20])=[CH:10][C:11]=3[CH2:12][CH2:13]1)[CH2:4][CH2:3]2.[C:21]([O-])(=[O:23])C.II. The catalyst is C(O)(=O)C.[Cu](Cl)Cl. The product is [CH3:1][C@@:2]12[C:18](=[O:19])[CH2:17][CH2:16][C@H:15]1[C@H:14]1[C@@H:5]([C:6]3[C:11]([CH2:12][CH2:13]1)=[CH:10][C:9]([OH:20])=[C:8]([O:23][CH3:21])[CH:7]=3)[CH2:4][CH2:3]2. The yield is 0.560. (5) The reactants are [OH:1][NH:2][C:3]([C:5]1[C:10]([CH3:11])=[CH:9][CH:8]=[CH:7][N:6]=1)=[NH:4].[CH3:12][O:13][C:14]1[C:22]([O:23][CH3:24])=[CH:21][CH:20]=[C:16]([C:17](O)=O)[C:15]=1[OH:25]. No catalyst specified. The product is [CH3:12][O:13][C:14]1[C:22]([O:23][CH3:24])=[CH:21][CH:20]=[C:16]([C:17]2[O:1][N:2]=[C:3]([C:5]3[C:10]([CH3:11])=[CH:9][CH:8]=[CH:7][N:6]=3)[N:4]=2)[C:15]=1[OH:25]. The yield is 0.00800.